From a dataset of Catalyst prediction with 721,799 reactions and 888 catalyst types from USPTO. Predict which catalyst facilitates the given reaction. (1) Reactant: [OH:1][CH2:2][CH2:3][CH2:4][C:5]1([OH:8])[CH2:7][CH2:6]1.C(N(CC)CC)C.[CH3:16][S:17](Cl)(=[O:19])=[O:18]. Product: [CH3:16][S:17]([O:1][CH2:2][CH2:3][CH2:4][C:5]1([OH:8])[CH2:7][CH2:6]1)(=[O:19])=[O:18]. The catalyst class is: 4. (2) Reactant: B(Cl)(Cl)Cl.C([NH:9][S:10]([C:13]1[CH:18]=[CH:17][CH:16]=[C:15]([C:19]2[N:24]=[C:23]([NH:25][C:26]3[NH:30][N:29]=[C:28]([CH:31]4[CH2:33][CH2:32]4)[CH:27]=3)[C:22]([C:34]#[CH:35])=[CH:21][N:20]=2)[CH:14]=1)(=[O:12])=[O:11])(C)(C)C. Product: [CH:31]1([C:28]2[NH:29][N:30]=[C:26]([NH:25][C:23]3[C:22]([C:34]#[CH:35])=[CH:21][N:20]=[C:19]([C:15]4[CH:14]=[C:13]([S:10]([NH2:9])(=[O:11])=[O:12])[CH:18]=[CH:17][CH:16]=4)[N:24]=3)[CH:27]=2)[CH2:33][CH2:32]1. The catalyst class is: 2.